Binary Classification. Given a drug SMILES string, predict its activity (active/inactive) in a high-throughput screening assay against a specified biological target. From a dataset of Choline transporter screen with 302,306 compounds. (1) The molecule is o1c2nc3c(cc2cc1C(=O)NCc1cc2OCOc2cc1)ccc(OC)c3. The result is 0 (inactive). (2) The drug is S=C(NC(=O)c1cc2c(cc1)cccc2)Nc1ccc(cc1)C(O)=O. The result is 0 (inactive). (3) The molecule is S=C(NC1CCCCC1)C(=O)Nc1ccc(OCC)cc1. The result is 0 (inactive).